This data is from Forward reaction prediction with 1.9M reactions from USPTO patents (1976-2016). The task is: Predict the product of the given reaction. The product is: [CH:8]([C:3]1[N:4]=[C:5]([CH3:7])[NH:6][C:2]=1[C:18]1[C:19]([CH3:21])=[CH:20][C:11]([CH3:10])=[C:12]([CH:17]=1)[C:13]([O:15][CH3:16])=[O:14])=[O:9]. Given the reactants I[C:2]1[NH:6][C:5]([CH3:7])=[N:4][C:3]=1[CH:8]=[O:9].[CH3:10][C:11]1[CH:20]=[C:19]([CH3:21])[C:18](B2OC(C)(C)C(C)(C)O2)=[CH:17][C:12]=1[C:13]([O:15][CH3:16])=[O:14].C(=O)([O-])[O-].[K+].[K+], predict the reaction product.